From a dataset of Catalyst prediction with 721,799 reactions and 888 catalyst types from USPTO. Predict which catalyst facilitates the given reaction. (1) Reactant: O=[C:2]([CH2:8][C:9](=O)[CH2:10][CH3:11])[C:3]([O:5][CH2:6][CH3:7])=[O:4].C(O)(=O)C(O)=O.[CH2:19]([NH:21][NH2:22])[CH3:20]. Product: [CH2:19]([N:21]1[C:9]([CH2:10][CH3:11])=[CH:8][C:2]([C:3]([O:5][CH2:6][CH3:7])=[O:4])=[N:22]1)[CH3:20]. The catalyst class is: 15. (2) Reactant: [O:1]=[C:2]1[N:6]([C:7]2[CH:8]=[CH:9][C:10]3[C:16](=[O:17])[CH2:15][CH2:14][CH2:13][CH2:12][C:11]=3[CH:18]=2)[CH2:5][C@H:4]([CH2:19][NH:20][C:21](=[O:23])[CH3:22])[O:3]1.[S:24]1[CH:28]=[CH:27][C:26]([CH:29]=O)=[CH:25]1.N1CCCCC1. Product: [O:1]=[C:2]1[N:6]([C:7]2[CH:8]=[CH:9][C:10]3[C:16](=[O:17])[C:15](=[CH:29][C:26]4[CH:27]=[CH:28][S:24][CH:25]=4)[CH2:14][CH2:13][CH2:12][C:11]=3[CH:18]=2)[CH2:5][C@H:4]([CH2:19][NH:20][C:21](=[O:23])[CH3:22])[O:3]1. The catalyst class is: 15. (3) Reactant: C(O[C:4](=[O:17])[C:5]([C:15]#[N:16])=[CH:6][NH:7][C:8]1[CH:9]=[N:10][C:11]([CH3:14])=[CH:12][CH:13]=1)C. Product: [CH3:14][C:11]1[N:10]=[C:9]2[C:8](=[CH:13][CH:12]=1)[NH:7][CH:6]=[C:5]([C:15]#[N:16])[C:4]2=[O:17]. The catalyst class is: 400. (4) Reactant: [CH2:1]([O:3][C:4](=[O:18])[CH2:5][CH:6]1[O:10][B:9]([OH:11])[C:8]2[CH:12]=[C:13]([OH:17])[CH:14]=[C:15]([CH3:16])[C:7]1=2)[CH3:2].Cl[C:20]1[N:25]=[N:24][C:23]([C:26]#[N:27])=[CH:22][CH:21]=1.[H-].[Na+].[NH4+].[Cl-].Cl. Product: [CH2:1]([O:3][C:4](=[O:18])[CH2:5][CH:6]1[O:10][B:9]([OH:11])[C:8]2[CH:12]=[C:13]([O:17][C:20]3[N:25]=[N:24][C:23]([C:26]#[N:27])=[CH:22][CH:21]=3)[CH:14]=[C:15]([CH3:16])[C:7]1=2)[CH3:2]. The catalyst class is: 1. (5) Reactant: [Cl:1][C:2]1[CH:7]=[C:6]([C:8]([F:11])([F:10])[F:9])[CH:5]=[C:4]([NH2:12])[C:3]=1[NH:13][CH3:14].C1COCC1.Cl.[CH2:21]([S:23][C:24]1[CH:32]=[CH:31][CH:30]=[CH:29][C:25]=1[C:26](O)=O)[CH3:22].C(=O)([O-])O.[Na+]. Product: [Cl:1][C:2]1[C:3]2[N:13]([CH3:14])[C:26]([C:25]3[CH:29]=[CH:30][CH:31]=[CH:32][C:24]=3[S:23][CH2:21][CH3:22])=[N:12][C:4]=2[CH:5]=[C:6]([C:8]([F:9])([F:10])[F:11])[CH:7]=1. The catalyst class is: 6.